The task is: Predict the product of the given reaction.. This data is from Forward reaction prediction with 1.9M reactions from USPTO patents (1976-2016). Given the reactants Br[C:2]1[CH:3]=[CH:4][C:5]([Cl:8])=[N:6][CH:7]=1.[C:9]1(=[O:14])[CH2:13][CH2:12][CH2:11][CH2:10]1, predict the reaction product. The product is: [Cl:8][C:5]1[N:6]=[CH:7][C:2]([C:9]2([OH:14])[CH2:13][CH2:12][CH2:11][CH2:10]2)=[CH:3][CH:4]=1.